Predict the product of the given reaction. From a dataset of Forward reaction prediction with 1.9M reactions from USPTO patents (1976-2016). (1) Given the reactants [OH:1][C:2]1[CH:7]=[CH:6][C:5]([CH:8]([NH:14][C:15]([C@@H:17]2[CH2:22][CH2:21][CH2:20][N:19]([C:23](=[O:39])[CH2:24][CH2:25][CH:26]3[CH2:31][CH2:30][N:29]([C:32]([O:34][C:35]([CH3:38])([CH3:37])[CH3:36])=[O:33])[CH2:28][CH2:27]3)[CH2:18]2)=[O:16])[CH2:9][C:10]([O:12][CH3:13])=[O:11])=[CH:4][CH:3]=1.C(=O)([O-])[O-].[Cs+].[Cs+].[C:46]1([CH3:69])[CH:51]=[CH:50][C:49]([S:52]([O:55][CH2:56][CH2:57]OS(C2C=CC(C)=CC=2)(=O)=O)(=[O:54])=[O:53])=[CH:48][CH:47]=1, predict the reaction product. The product is: [CH3:13][O:12][C:10](=[O:11])[CH2:9][CH:8]([NH:14][C:15]([C@@H:17]1[CH2:22][CH2:21][CH2:20][N:19]([C:23](=[O:39])[CH2:24][CH2:25][CH:26]2[CH2:31][CH2:30][N:29]([C:32]([O:34][C:35]([CH3:36])([CH3:38])[CH3:37])=[O:33])[CH2:28][CH2:27]2)[CH2:18]1)=[O:16])[C:5]1[CH:6]=[CH:7][C:2]([O:1][CH2:57][CH2:56][O:55][S:52]([C:49]2[CH:50]=[CH:51][C:46]([CH3:69])=[CH:47][CH:48]=2)(=[O:54])=[O:53])=[CH:3][CH:4]=1. (2) The product is: [CH:1]1[C:10]2[C:5](=[CH:6][C:7]([C:11]3[O:15][N:14]=[C:13]([NH:16][C:36](=[O:37])[O:38][CH2:39][CH:40]=[CH2:41])[CH:12]=3)=[CH:8][CH:9]=2)[CH:4]=[CH:3][N:2]=1. Given the reactants [CH:1]1[C:10]2[C:5](=[CH:6][C:7]([C:11]3[O:15][N:14]=[C:13]([NH2:16])[CH:12]=3)=[CH:8][CH:9]=2)[CH:4]=[CH:3][N:2]=1.[Li+].C[Si]([N-][Si](C)(C)C)(C)C.N1([C:36]([O:38][CH2:39][CH:40]=[CH2:41])=[O:37])C2C=CC=CC=2N=N1, predict the reaction product. (3) Given the reactants [I:1][C:2]1[N:3]=[CH:4][NH:5][CH:6]=1.C([O-])([O-])=O.[Cs+].[Cs+].[CH3:13][C:14]1([CH3:17])[CH2:16][O:15]1, predict the reaction product. The product is: [I:1][C:2]1[N:3]=[CH:4][N:5]([CH2:13][C:14]([CH3:17])([OH:15])[CH3:16])[CH:6]=1. (4) The product is: [ClH:10].[NH:2]=[C:1]([N:17]1[CH2:21][CH2:20][CH2:19][CH2:18]1)[C:3]1[CH:8]=[CH:7][C:6]([OH:9])=[CH:5][CH:4]=1. Given the reactants [C:1]([C:3]1[CH:8]=[CH:7][C:6]([OH:9])=[CH:5][CH:4]=1)#[N:2].[ClH:10].O1CCOCC1.[NH:17]1[CH2:21][CH2:20][CH2:19][CH2:18]1, predict the reaction product. (5) The product is: [N:1]1([CH2:7][CH2:8][C:9]2[CH:10]=[CH:11][C:12]([O:15][C:42]3[O:43][C:44]4[CH:50]=[CH:49][CH:48]=[CH:47][C:45]=4[N:46]=3)=[CH:13][CH:14]=2)[CH2:6][CH2:5][CH2:4][CH2:3][CH2:2]1. Given the reactants [N:1]1([CH2:7][CH2:8][C:9]2[CH:14]=[CH:13][C:12]([OH:15])=[CH:11][CH:10]=2)[CH2:6][CH2:5][CH2:4][CH2:3][CH2:2]1.BrCCC1C=CC(O)=CC=1.N1CCCCC1.C(N(CC)C(C)C)(C)C.Cl[C:42]1[O:43][C:44]2[CH:50]=[CH:49][CH:48]=[CH:47][C:45]=2[N:46]=1.C([O-])([O-])=O.[Cs+].[Cs+], predict the reaction product.